From a dataset of TCR-epitope binding with 47,182 pairs between 192 epitopes and 23,139 TCRs. Binary Classification. Given a T-cell receptor sequence (or CDR3 region) and an epitope sequence, predict whether binding occurs between them. (1) The epitope is RISNCVADY. The TCR CDR3 sequence is CASSEPGQQNTEAFF. Result: 0 (the TCR does not bind to the epitope). (2) The epitope is ELAGIGILTV. The TCR CDR3 sequence is CASSPAWGAGQETQYF. Result: 0 (the TCR does not bind to the epitope).